Task: Predict which catalyst facilitates the given reaction.. Dataset: Catalyst prediction with 721,799 reactions and 888 catalyst types from USPTO The catalyst class is: 7. Reactant: [CH3:1][NH:2][C:3]([CH:5]1[CH2:22][C:21]2[N:23]([CH3:27])[C:24]([CH3:26])=[N:25][C:20]=2[C:19]2[NH:18][C:9]3([CH2:17][C:16]4[C:11](=[CH:12][CH:13]=[CH:14][CH:15]=4)[CH2:10]3)[CH2:8][C:7](=[O:28])[C:6]1=2)=[O:4].ClC1C(=O)C(C#N)=C(C#N)C(=O)C=1Cl.[OH-].[Na+]. Product: [CH3:1][NH:2][C:3]([C:5]1[C:6]2[C:7](=[O:28])[CH2:8][C:9]3([NH:18][C:19]=2[C:20]2[N:25]=[C:24]([CH3:26])[N:23]([CH3:27])[C:21]=2[CH:22]=1)[CH2:10][C:11]1[C:16](=[CH:15][CH:14]=[CH:13][CH:12]=1)[CH2:17]3)=[O:4].